Dataset: Forward reaction prediction with 1.9M reactions from USPTO patents (1976-2016). Task: Predict the product of the given reaction. (1) Given the reactants [CH2:1]([N:5]([C:15]1[N:16]([C:24]2[CH:29]=[CH:28][C:27]([Cl:30])=[CH:26][CH:25]=2)[N:17]=[C:18]2[C:23]=1[CH:22]=[CH:21][CH:20]=[CH:19]2)C(NC1CCCCC1)=O)[CH2:2][CH2:3][CH3:4].C1(N)CCC1, predict the reaction product. The product is: [Cl:30][C:27]1[CH:26]=[CH:25][C:24]([N:16]2[C:15]([NH:5][CH:1]3[CH2:2][CH2:3][CH2:4]3)=[C:23]3[C:18]([CH:19]=[CH:20][CH:21]=[CH:22]3)=[N:17]2)=[CH:29][CH:28]=1. (2) The product is: [I:26][C:22]1[CH:21]=[C:20]([C:5]2[N:4]=[CH:3][N:2]([CH3:1])[C:6]=2[C:7]2[S:19][C:10]3[N:11]=[CH:12][N:13]=[C:14]([S:15]([CH3:18])(=[O:17])=[O:16])[C:9]=3[CH:8]=2)[CH:25]=[CH:24][CH:23]=1. Given the reactants [CH3:1][N:2]1[C:6]([C:7]2[S:19][C:10]3[N:11]=[CH:12][N:13]=[C:14]([S:15]([CH3:18])(=[O:17])=[O:16])[C:9]=3[CH:8]=2)=[C:5]([C:20]2[CH:25]=[CH:24][CH:23]=[CH:22][CH:21]=2)[N:4]=[CH:3]1.[I:26]C1C=C(C2N=CN(C)C=2C2SC3N=CN=C(SC)C=3C=2)C=CC=1, predict the reaction product. (3) Given the reactants [Cl:1][C:2]1[CH:19]=[CH:18][C:5]([C:6]2[C:11]([C:12](=O)[CH3:13])=[CH:10][C:9]([N+:15]([O-:17])=[O:16])=[CH:8][CH:7]=2)=[CH:4][CH:3]=1.C([O:22][C:23]([C:25]1[CH:48]=[CH:47][C:28]2[N:29]([CH:41]3[CH2:46][CH2:45][CH2:44][CH2:43][CH2:42]3)[C:30]([C:32]3[CH:37]=[CH:36][C:35]([NH2:38])=[C:34]([CH:39]=O)[CH:33]=3)=[N:31][C:27]=2[CH:26]=1)=[O:24])C.[OH-].[K+].Cl, predict the reaction product. The product is: [Cl:1][C:2]1[CH:19]=[CH:18][C:5]([C:6]2[C:11]([C:12]3[CH:13]=[CH:39][C:34]4[C:35](=[CH:36][CH:37]=[C:32]([C:30]5[N:29]([CH:41]6[CH2:42][CH2:43][CH2:44][CH2:45][CH2:46]6)[C:28]6[CH:47]=[CH:48][C:25]([C:23]([OH:24])=[O:22])=[CH:26][C:27]=6[N:31]=5)[CH:33]=4)[N:38]=3)=[CH:10][C:9]([N+:15]([O-:17])=[O:16])=[CH:8][CH:7]=2)=[CH:4][CH:3]=1. (4) Given the reactants [CH2:1]([N:8]1[CH2:17][CH:16]([CH3:18])[C:15]2[N:14]=[C:13](Cl)[CH:12]=[CH:11][C:10]=2[CH2:9]1)[C:2]1[CH:7]=[CH:6][CH:5]=[CH:4][CH:3]=1.[CH3:20][C:21]([CH3:24])([O-:23])[CH3:22].[Na+].C1(C)C=CC=CC=1, predict the reaction product. The product is: [CH2:1]([N:8]1[CH2:17][CH:16]([CH3:18])[C:15]2[N:14]=[C:13]([O:23][C:21]([CH3:24])([CH3:22])[CH3:20])[CH:12]=[CH:11][C:10]=2[CH2:9]1)[C:2]1[CH:7]=[CH:6][CH:5]=[CH:4][CH:3]=1. (5) Given the reactants [F:1][C:2]([F:30])([F:29])[C:3]1[CH:8]=[CH:7][N:6]=[C:5]([NH:9][C:10]2[CH:11]=[C:12]([C:16]3[S:20][C:19]([NH:21]C(=O)OC(C)(C)C)=[N:18][CH:17]=3)[CH:13]=[CH:14][CH:15]=2)[N:4]=1.FC(F)(F)C(O)=O, predict the reaction product. The product is: [NH2:21][C:19]1[S:20][C:16]([C:12]2[CH:11]=[C:10]([NH:9][C:5]3[N:4]=[C:3]([C:2]([F:30])([F:29])[F:1])[CH:8]=[CH:7][N:6]=3)[CH:15]=[CH:14][CH:13]=2)=[CH:17][N:18]=1. (6) The product is: [Cl:1][C:2]1[CH:7]=[CH:6][C:5]([N:8]2[C:17](=[O:18])[C:16]3[C:11](=[CH:12][C:13]([OH:19])=[CH:14][CH:15]=3)[N:10]=[C:9]2[CH:20]([CH3:22])[CH3:21])=[CH:4][C:3]=1[CH2:23][O:25][CH3:27]. Given the reactants [Cl:1][C:2]1[CH:7]=[CH:6][C:5]([N:8]2[C:17](=[O:18])[C:16]3[C:11](=[CH:12][C:13]([OH:19])=[CH:14][CH:15]=3)[N:10]=[C:9]2[CH:20]([CH3:22])[CH3:21])=[CH:4][C:3]=1[CH2:23]Cl.[OH-:25].[Na+].[CH3:27]O, predict the reaction product. (7) Given the reactants Br[C:2]1[CH:3]=[C:4]2[C:9](=[CH:10][CH:11]=1)[C:8](=[O:12])[NH:7][N:6]=[C:5]2[Cl:13].[Cl:14][C:15]1[CH:22]=[CH:21][CH:20]=[CH:19][C:16]=1[CH2:17][NH2:18].C1C=CC(P(C2C(C3C(P(C4C=CC=CC=4)C4C=CC=CC=4)=CC=C4C=3C=CC=C4)=C3C(C=CC=C3)=CC=2)C2C=CC=CC=2)=CC=1.CC([O-])(C)C.[Na+], predict the reaction product. The product is: [Cl:13][C:5]1[C:4]2[C:9](=[CH:10][CH:11]=[C:2]([NH:18][CH2:17][C:16]3[CH:19]=[CH:20][CH:21]=[CH:22][C:15]=3[Cl:14])[CH:3]=2)[C:8](=[O:12])[NH:7][N:6]=1. (8) Given the reactants [Cl:1][C:2]1[C:44]([F:45])=[CH:43][CH:42]=[CH:41][C:3]=1[CH2:4][NH:5][C:6](=[O:40])[N:7]([CH:9]([CH2:25][O:26][CH2:27][CH:28]([OH:39])[CH2:29][O:30][P:31]([O:36]CC)([O:33]CC)=[O:32])[CH2:10][O:11][C:12](=[O:24])[NH:13][C:14]1[N:15]=[CH:16][C:17]2[C:22]([CH:23]=1)=[CH:21][CH:20]=[CH:19][CH:18]=2)[CH3:8].[Si](I)(C)(C)C, predict the reaction product. The product is: [Cl:1][C:2]1[C:44]([F:45])=[CH:43][CH:42]=[CH:41][C:3]=1[CH2:4][NH:5][C:6](=[O:40])[N:7]([CH:9]([CH2:25][O:26][CH2:27][CH:28]([OH:39])[CH2:29][O:30][P:31]([OH:36])([OH:33])=[O:32])[CH2:10][O:11][C:12](=[O:24])[NH:13][C:14]1[N:15]=[CH:16][C:17]2[C:22]([CH:23]=1)=[CH:21][CH:20]=[CH:19][CH:18]=2)[CH3:8]. (9) Given the reactants [Cl:1][C:2]1[CH:28]=[CH:27][C:5]([CH2:6][C:7]2([C:10]3[CH:15]=[CH:14][C:13]([C:16]4[CH:21]=[CH:20][C:19]([O:22][C:23]([F:26])([F:25])[F:24])=[CH:18][CH:17]=4)=[CH:12][N:11]=3)[CH2:9][O:8]2)=[C:4]([F:29])[CH:3]=1.[NH:30]1[CH:34]=[N:33][N:32]=[N:31]1.C([O-])([O-])=O.[K+].[K+].O, predict the reaction product. The product is: [Cl:1][C:2]1[CH:28]=[CH:27][C:5]([CH2:6][C:7]([C:10]2[CH:15]=[CH:14][C:13]([C:16]3[CH:21]=[CH:20][C:19]([O:22][C:23]([F:24])([F:25])[F:26])=[CH:18][CH:17]=3)=[CH:12][N:11]=2)([OH:8])[CH2:9][N:30]2[CH:34]=[N:33][N:32]=[N:31]2)=[C:4]([F:29])[CH:3]=1.